Dataset: Peptide-MHC class I binding affinity with 185,985 pairs from IEDB/IMGT. Task: Regression. Given a peptide amino acid sequence and an MHC pseudo amino acid sequence, predict their binding affinity value. This is MHC class I binding data. (1) The MHC is HLA-A30:02 with pseudo-sequence HLA-A30:02. The binding affinity (normalized) is 0.787. The peptide sequence is RCWLVSNGSY. (2) The binding affinity (normalized) is 0.0591. The peptide sequence is GPGHKARVL. The MHC is HLA-A02:01 with pseudo-sequence HLA-A02:01.